This data is from Peptide-MHC class II binding affinity with 134,281 pairs from IEDB. The task is: Regression. Given a peptide amino acid sequence and an MHC pseudo amino acid sequence, predict their binding affinity value. This is MHC class II binding data. The peptide sequence is KYQEFFWDANDIYRI. The MHC is HLA-DQA10101-DQB10501 with pseudo-sequence HLA-DQA10101-DQB10501. The binding affinity (normalized) is 0.815.